This data is from Forward reaction prediction with 1.9M reactions from USPTO patents (1976-2016). The task is: Predict the product of the given reaction. (1) Given the reactants [CH3:1][O:2][C:3](=[O:14])[C:4]1[CH:9]=[CH:8][C:7]([O:10]CC=C)=[CH:6][CH:5]=1.C(N(CC)[C:18]1[CH:23]=CC=C[CH:19]=1)C, predict the reaction product. The product is: [CH2:23]([C:8]1[CH:9]=[C:4]([CH:5]=[CH:6][C:7]=1[OH:10])[C:3]([O:2][CH3:1])=[O:14])[CH:18]=[CH2:19]. (2) Given the reactants [O:1]1[CH2:6][CH2:5][CH:4]([CH2:7][N:8]2[C:16]3[C:11](=[CH:12][C:13]([C:17](O)=[O:18])=[CH:14][CH:15]=3)[C:10]([C:20]([CH:22]3[C:24]([CH3:26])([CH3:25])[C:23]3([CH3:28])[CH3:27])=[O:21])=[CH:9]2)[CH2:3][CH2:2]1.C(N1C=CN=C1)([N:31]1C=CN=C1)=O.[NH4+].[OH-], predict the reaction product. The product is: [O:1]1[CH2:2][CH2:3][CH:4]([CH2:7][N:8]2[C:16]3[C:11](=[CH:12][C:13]([C:17]([NH2:31])=[O:18])=[CH:14][CH:15]=3)[C:10]([C:20]([CH:22]3[C:23]([CH3:27])([CH3:28])[C:24]3([CH3:25])[CH3:26])=[O:21])=[CH:9]2)[CH2:5][CH2:6]1.